This data is from Reaction yield outcomes from USPTO patents with 853,638 reactions. The task is: Predict the reaction yield, written as a fraction of the theoretical maximum amount of product (1.0 means a 100% yield; for example, 0.34 means a 34% yield). The reactants are C(OC([N:8]1[CH2:13][CH2:12][CH:11]([N:14]2[CH2:19][CH2:18][N:17]3[C:20]([NH:23][S:24]([C:27]4[CH:32]=[CH:31][C:30]([NH:33][C@@H:34]([CH2:43][S:44]([C:47]5[CH:52]=[CH:51][CH:50]=[CH:49][CH:48]=5)(=O)=O)[CH2:35][CH2:36][N:37]5[CH2:42][CH2:41][O:40][CH2:39][CH2:38]5)=[C:29]([S:53]([C:56]([F:59])([F:58])[F:57])(=[O:55])=[O:54])[CH:28]=4)(=[O:26])=[O:25])=[N:21][N:22]=[C:16]3[CH2:15]2)[CH2:10][CH:9]1[CH3:60])=O)(C)(C)C.FC(F)(F)C(O)=O. The catalyst is C(Cl)Cl. The product is [CH3:60][CH:9]1[CH2:10][CH:11]([N:14]2[CH2:19][CH2:18][N:17]3[C:20]([NH:23][S:24]([C:27]4[CH:32]=[CH:31][C:30]([NH:33][C@@H:34]([CH2:43][S:44][C:47]5[CH:48]=[CH:49][CH:50]=[CH:51][CH:52]=5)[CH2:35][CH2:36][N:37]5[CH2:38][CH2:39][O:40][CH2:41][CH2:42]5)=[C:29]([S:53]([C:56]([F:59])([F:57])[F:58])(=[O:55])=[O:54])[CH:28]=4)(=[O:26])=[O:25])=[N:21][N:22]=[C:16]3[CH2:15]2)[CH2:12][CH2:13][NH:8]1. The yield is 0.590.